Binary Classification. Given a T-cell receptor sequence (or CDR3 region) and an epitope sequence, predict whether binding occurs between them. From a dataset of TCR-epitope binding with 47,182 pairs between 192 epitopes and 23,139 TCRs. The epitope is SEVGPEHSLAEY. The TCR CDR3 sequence is CASRLTSGGTNTQYF. Result: 1 (the TCR binds to the epitope).